The task is: Binary Classification. Given a drug SMILES string, predict its activity (active/inactive) in a high-throughput screening assay against a specified biological target.. This data is from Tyrosyl-DNA phosphodiesterase HTS with 341,365 compounds. (1) The molecule is Fc1c(C=2CC3N(C(CC3)C2C(OC)=O)C(=O)N2CCC(CC2)C)ccc(F)c1. The result is 0 (inactive). (2) The compound is Clc1c(c2oc(SCc3[nH]c4c(n3)cccc4)nn2)ccc(Cl)c1. The result is 0 (inactive). (3) The drug is O1CCN(CC1)C(=O)Nc1cc2nc(c(nc2cc1)C)C. The result is 0 (inactive). (4) The compound is Clc1cc(NS(=O)(=O)c2cc3c4c([nH]c3cc2)CCCCCC4)ccc1. The result is 0 (inactive). (5) The drug is O1CCN(CC1)Cc1c(=O)c2c(oc1NC(OCC)=O)cccc2. The result is 0 (inactive). (6) The result is 0 (inactive). The drug is O=C1/C(=C\Nn2c(nnc2C)C)C=CC=C1CC=C. (7) The compound is n1(nnc2c1ccc(N)c2)c1ccccc1. The result is 0 (inactive). (8) The compound is O(C(=O)c1c(n(c(c1)c1ccc(cc1)C)CCC(=O)Nc1cc(OC)c(OC)cc1)C)CC. The result is 0 (inactive).